From a dataset of Full USPTO retrosynthesis dataset with 1.9M reactions from patents (1976-2016). Predict the reactants needed to synthesize the given product. (1) Given the product [O:19]=[S:9]1[C@@H:8]([CH2:7][CH2:6][CH2:5][CH2:4][C:2]([OH:1])=[O:3])[C@@H:16]2[C@@H:11]([NH:12][C:13](=[O:14])[NH:15]2)[CH2:10]1, predict the reactants needed to synthesize it. The reactants are: [OH:1][C:2]([CH2:4][CH2:5][CH2:6][CH2:7][C@H:8]1[C@@H:16]2[C@@H:11]([NH:12][C:13]([NH:15]2)=[O:14])[CH2:10][S:9]1)=[O:3].C(O)(=[O:19])C. (2) Given the product [CH2:13]([O:15][C:16]([O:18][C:19]1[CH:24]=[CH:23][C:22](/[CH:25]=[CH:26]/[C:27]([O:29][CH2:36][CH2:35][CH2:34][CH2:33][CH2:32][CH2:31][Cl:30])=[O:28])=[CH:21][CH:20]=1)=[O:17])[CH3:14], predict the reactants needed to synthesize it. The reactants are: Cl.CN(C)CCCN=C=NCC.[CH2:13]([O:15][C:16]([O:18][C:19]1[CH:24]=[CH:23][C:22](/[CH:25]=[CH:26]/[C:27]([OH:29])=[O:28])=[CH:21][CH:20]=1)=[O:17])[CH3:14].[Cl:30][CH:31](O)[CH2:32][CH2:33][CH2:34][CH2:35][CH3:36]. (3) Given the product [CH3:1][O:2][C:3]1[CH:4]=[C:5]([CH2:10][C@@H:11]2[C@:20]3([CH3:21])[C@H:15]([C:16]([CH3:22])([CH3:23])[CH2:17][CH2:18][CH2:19]3)[CH2:14][CH2:13][C@@H:12]2[CH:24]=[O:25])[CH:6]=[C:7]([CH3:9])[CH:8]=1, predict the reactants needed to synthesize it. The reactants are: [CH3:1][O:2][C:3]1[CH:4]=[C:5]([CH2:10][C@@H:11]2[C@:20]3([CH3:21])[C@H:15]([C:16]([CH3:23])([CH3:22])[CH2:17][CH2:18][CH2:19]3)[CH2:14][CH2:13][C@@H:12]2[CH2:24][OH:25])[CH:6]=[C:7]([CH3:9])[CH:8]=1.C1C=C[NH+]=CC=1.[O-][Cr](Cl)(=O)=O. (4) Given the product [CH3:4][C:2]([C:5]1[S:6][C:7]([C:18]2[CH:23]=[CH:22][N:21]=[CH:20][N:19]=2)=[C:8]([C:10]2[C:11]([F:17])=[C:12]([NH:13][S:31]([C:26]3[CH:27]=[CH:28][CH:29]=[CH:30][C:25]=3[F:24])(=[O:33])=[O:32])[CH:14]=[CH:15][CH:16]=2)[N:9]=1)([CH3:1])[CH3:3], predict the reactants needed to synthesize it. The reactants are: [CH3:1][C:2]([C:5]1[S:6][C:7]([C:18]2[CH:23]=[CH:22][N:21]=[CH:20][N:19]=2)=[C:8]([C:10]2[C:11]([F:17])=[C:12]([CH:14]=[CH:15][CH:16]=2)[NH2:13])[N:9]=1)([CH3:4])[CH3:3].[F:24][C:25]1[CH:30]=[CH:29][CH:28]=[CH:27][C:26]=1[S:31](Cl)(=[O:33])=[O:32]. (5) The reactants are: [Cl:1][C:2]1[N:7]=[C:6](Cl)[CH:5]=[CH:4][N:3]=1.C(N(CC)CC)C.[C:16]([C:18]1[CH:19]=[C:20]([NH:24][C:25](=[O:30])[C:26]([F:29])([F:28])[F:27])[CH:21]=[CH:22][CH:23]=1)#[CH:17]. Given the product [Cl:1][C:2]1[N:7]=[C:6]([C:17]#[C:16][C:18]2[CH:19]=[C:20]([NH:24][C:25](=[O:30])[C:26]([F:27])([F:28])[F:29])[CH:21]=[CH:22][CH:23]=2)[CH:5]=[CH:4][N:3]=1, predict the reactants needed to synthesize it. (6) Given the product [N:17]1([CH2:21][C@@H:22]([NH:30][C:2]2[C:3]3[N:11]=[CH:10][CH:9]=[C:8]([C:12]([NH2:14])=[O:13])[C:4]=3[N:5]=[CH:6][N:7]=2)[C:23]2[CH:28]=[CH:27][C:26]([Cl:29])=[CH:25][CH:24]=2)[CH2:20][CH2:19][CH2:18]1, predict the reactants needed to synthesize it. The reactants are: O[C:2]1[C:3]2[N:11]=[CH:10][CH:9]=[C:8]([C:12]([NH2:14])=[O:13])[C:4]=2[N:5]=[CH:6][N:7]=1.Cl.Cl.[N:17]1([CH2:21][C@@H:22]([NH2:30])[C:23]2[CH:28]=[CH:27][C:26]([Cl:29])=[CH:25][CH:24]=2)[CH2:20][CH2:19][CH2:18]1. (7) Given the product [C:8]([NH:15][CH2:16][CH:17]1[CH2:20][N:19]([C:21]([O:23][C:24]([CH3:27])([CH3:26])[CH3:25])=[O:22])[CH2:18]1)(=[O:10])[CH3:9], predict the reactants needed to synthesize it. The reactants are: C(N(CC)CC)C.[C:8](OC(=O)C)(=[O:10])[CH3:9].[NH2:15][CH2:16][CH:17]1[CH2:20][N:19]([C:21]([O:23][C:24]([CH3:27])([CH3:26])[CH3:25])=[O:22])[CH2:18]1. (8) Given the product [CH:7]1([C:10]2[O:14][N:13]=[C:12]([C:15]3[CH:20]=[CH:19][CH:18]=[CH:17][C:16]=3[CH3:21])[C:11]=2[CH2:22][OH:23])[CH2:9][CH2:8]1, predict the reactants needed to synthesize it. The reactants are: [H-].[Al+3].[Li+].[H-].[H-].[H-].[CH:7]1([C:10]2[O:14][N:13]=[C:12]([C:15]3[CH:20]=[CH:19][CH:18]=[CH:17][C:16]=3[CH3:21])[C:11]=2[C:22](OC)=[O:23])[CH2:9][CH2:8]1.C(OCC)(=O)C.[OH-].[Na+].